From a dataset of Catalyst prediction with 721,799 reactions and 888 catalyst types from USPTO. Predict which catalyst facilitates the given reaction. (1) Reactant: [Cl:1][C:2]1[CH:3]=[C:4]([C:12]2[S:16][N:15]=[C:14]([C:17]3[CH:22]=[CH:21][CH:20]=[C:19](/[CH:23]=[CH:24]/[O:25]C)[C:18]=3[CH2:27][CH3:28])[N:13]=2)[CH:5]=[CH:6][C:7]=1[O:8][CH:9]([CH3:11])[CH3:10]. Product: [Cl:1][C:2]1[CH:3]=[C:4]([C:12]2[S:16][N:15]=[C:14]([C:17]3[C:18]([CH2:27][CH3:28])=[C:19]([CH2:23][CH:24]=[O:25])[CH:20]=[CH:21][CH:22]=3)[N:13]=2)[CH:5]=[CH:6][C:7]=1[O:8][CH:9]([CH3:11])[CH3:10]. The catalyst class is: 632. (2) Reactant: [Cl:1][C:2]1[N:7]=[C:6]([NH:8][C:9]2[CH:18]=[C:17]([N+:19]([O-])=O)[CH:16]=[CH:15][C:10]=2[C:11]([NH:13][CH3:14])=[O:12])[C:5]([Cl:22])=[CH:4][N:3]=1.Cl.[OH-].[Na+]. Product: [NH2:19][C:17]1[CH:16]=[CH:15][C:10]([C:11]([NH:13][CH3:14])=[O:12])=[C:9]([NH:8][C:6]2[C:5]([Cl:22])=[CH:4][N:3]=[C:2]([Cl:1])[N:7]=2)[CH:18]=1. The catalyst class is: 292.